Dataset: CYP3A4 inhibition data for predicting drug metabolism from PubChem BioAssay. Task: Regression/Classification. Given a drug SMILES string, predict its absorption, distribution, metabolism, or excretion properties. Task type varies by dataset: regression for continuous measurements (e.g., permeability, clearance, half-life) or binary classification for categorical outcomes (e.g., BBB penetration, CYP inhibition). Dataset: cyp3a4_veith. (1) The compound is CCN(CC)CCOC(=O)C1(c2ccc([N+](=O)[O-])cc2)CCCC1. The result is 0 (non-inhibitor). (2) The result is 1 (inhibitor). The drug is O=Nc1c(O)n(Cc2ccc(Cl)cc2)c2ccccc12. (3) The drug is O=c1cccc2n1C[C@@H]1CNC[C@H]2C1. The result is 0 (non-inhibitor). (4) The molecule is COc1ccc(OC)c(N2CC(O)=C(c3nc4ccccc4s3)C2=N)c1. The result is 1 (inhibitor). (5) The molecule is COc1cccc(-c2cc(C(F)(F)F)nc(N3CCOCC3)n2)c1. The result is 1 (inhibitor). (6) The compound is Cn1c(=O)c(-c2ccc(F)cc2)nc2cnc(OCc3ccccc3)nc21. The result is 0 (non-inhibitor). (7) The compound is COC(=O)c1ccccc1NC(=O)C1CCN(C(=O)c2ccc(OC)cc2)CC1. The result is 1 (inhibitor). (8) The molecule is Cc1ccccc1C(=O)NC(C)c1ccc2c(c1)CCCC2. The result is 0 (non-inhibitor).